From a dataset of Catalyst prediction with 721,799 reactions and 888 catalyst types from USPTO. Predict which catalyst facilitates the given reaction. Reactant: [CH3:1][N:2]1[CH:6]=[C:5]([C:7]([NH:9][NH:10][C:11]2[N:20]=[CH:19][CH:18]=[C:17]3[C:12]=2[CH:13]=[C:14]([C:39]2[CH:44]=[CH:43][CH:42]=[CH:41][CH:40]=2)[C:15]([C:21]2[CH:26]=[CH:25][C:24]([C:27]4([NH:31][C:32](=[O:38])[O:33][C:34]([CH3:37])([CH3:36])[CH3:35])[CH2:30][CH2:29][CH2:28]4)=[CH:23][CH:22]=2)=[N:16]3)=O)[N:4]=[CH:3]1.C(O)(=O)C.O1CCOCC1. Product: [CH3:1][N:2]1[CH:6]=[C:5]([C:7]2[N:20]3[C:11]([C:12]4[CH:13]=[C:14]([C:39]5[CH:44]=[CH:43][CH:42]=[CH:41][CH:40]=5)[C:15]([C:21]5[CH:22]=[CH:23][C:24]([C:27]6([NH:31][C:32](=[O:38])[O:33][C:34]([CH3:37])([CH3:35])[CH3:36])[CH2:28][CH2:29][CH2:30]6)=[CH:25][CH:26]=5)=[N:16][C:17]=4[CH:18]=[CH:19]3)=[N:10][N:9]=2)[N:4]=[CH:3]1. The catalyst class is: 13.